This data is from Full USPTO retrosynthesis dataset with 1.9M reactions from patents (1976-2016). The task is: Predict the reactants needed to synthesize the given product. (1) Given the product [Cl:1][C:2]1[CH:3]=[C:4]2[C:8](=[CH:9][CH:10]=1)[NH:7][CH:6]=[C:5]2[CH2:11][NH:12][C:55]([C:22]1[CH:23]=[C:24]([CH2:25][C:26]2[CH:42]=[CH:41][CH:43]=[C:50]([F:30])[CH:51]=2)[O:20][N:21]=1)=[O:56], predict the reactants needed to synthesize it. The reactants are: [Cl:1][C:2]1[CH:3]=[C:4]2[C:8](=[CH:9][CH:10]=1)[NH:7][CH:6]=[C:5]2[CH2:11][NH2:12].CN(C([O:20][N:21]1N=N[C:23]2[CH:24]=[CH:25][CH:26]=N[C:22]1=2)=[N+](C)C)C.[F:30][P-](F)(F)(F)(F)F.C(N(CC)[CH:41]([CH3:43])[CH3:42])(C)C.C(O[CH2:50][CH3:51])(=O)C.CN([CH:55]=[O:56])C. (2) Given the product [C:40]([NH:39][C:36]1[S:37][CH:38]=[C:34]([CH:32]=[CH:9][C:8]2[CH:29]=[CH:30][C:5]([C:2]([OH:4])=[O:3])=[C:6]([F:31])[CH:7]=2)[N:35]=1)(=[O:42])[CH3:41], predict the reactants needed to synthesize it. The reactants are: [Br-].[C:2]([C:5]1[CH:30]=[CH:29][C:8]([CH2:9][P+](C2C=CC=CC=2)(C2C=CC=CC=2)C2C=CC=CC=2)=[CH:7][C:6]=1[F:31])([OH:4])=[O:3].[CH:32]([C:34]1[N:35]=[C:36]([NH:39][C:40](=[O:42])[CH3:41])[S:37][CH:38]=1)=O.CC(C)([O-])C.[K+].O. (3) Given the product [Cl:10][C:11]1[CH:12]=[C:13]([C:21]2([C:39]([F:41])([F:40])[F:42])[O:1][N:8]=[C:23]([C:25]3[C:34]4[C:29](=[CH:30][CH:31]=[CH:32][CH:33]=4)[C:28]([C:35]([O:37][CH3:38])=[O:36])=[CH:27][CH:26]=3)[CH2:22]2)[CH:14]=[C:15]([C:17]([F:18])([F:20])[F:19])[CH:16]=1, predict the reactants needed to synthesize it. The reactants are: [OH-:1].[Na+].S(O)(O)(=O)=O.[NH2:8]O.[Cl:10][C:11]1[CH:12]=[C:13]([C:21]([C:39]([F:42])([F:41])[F:40])=[CH:22][C:23]([C:25]2[C:34]3[C:29](=[CH:30][CH:31]=[CH:32][CH:33]=3)[C:28]([C:35]([O:37][CH3:38])=[O:36])=[CH:27][CH:26]=2)=O)[CH:14]=[C:15]([C:17]([F:20])([F:19])[F:18])[CH:16]=1. (4) The reactants are: [F:1][C:2]1[CH:7]=[CH:6][C:5](B(O)O)=[CH:4][CH:3]=1.[Cl:11][C:12]1[C:17]([C:18]2[CH:23]=[CH:22][CH:21]=[CH:20][CH:19]=2)=[N:16][N:15]=[C:14]2[N:24]([CH2:28][CH2:29][N:30]3[CH2:34][CH2:33][C@@H:32]([F:35])[CH2:31]3)[N:25]=[C:26](I)[C:13]=12. Given the product [Cl:11][C:12]1[C:17]([C:18]2[CH:19]=[CH:20][CH:21]=[CH:22][CH:23]=2)=[N:16][N:15]=[C:14]2[N:24]([CH2:28][CH2:29][N:30]3[CH2:34][CH2:33][C@@H:32]([F:35])[CH2:31]3)[N:25]=[C:26]([C:5]3[CH:6]=[CH:7][C:2]([F:1])=[CH:3][CH:4]=3)[C:13]=12, predict the reactants needed to synthesize it. (5) Given the product [Cl:32][C:19]1[C:20]([NH:22][C:23]2[CH:28]=[CH:27][CH:26]=[CH:25][C:24]=2[CH2:29][NH:30][CH3:31])=[N:21][C:16]([NH:1][C:2]2[CH:3]=[CH:4][C:5]3[CH2:11][CH2:10][C:9](=[O:12])[N:8]([CH3:13])[CH2:7][C:6]=3[CH:14]=2)=[N:17][CH:18]=1, predict the reactants needed to synthesize it. The reactants are: [NH2:1][C:2]1[CH:3]=[CH:4][C:5]2[CH2:11][CH2:10][C:9](=[O:12])[N:8]([CH3:13])[CH2:7][C:6]=2[CH:14]=1.Cl[C:16]1[N:21]=[C:20]([NH:22][C:23]2[CH:28]=[CH:27][CH:26]=[CH:25][C:24]=2[CH2:29][NH:30][CH3:31])[C:19]([Cl:32])=[CH:18][N:17]=1.